From a dataset of Forward reaction prediction with 1.9M reactions from USPTO patents (1976-2016). Predict the product of the given reaction. (1) Given the reactants [N:1]1[CH:6]=[CH:5][CH:4]=[N:3][C:2]=1[C:7]1[CH:8]=[C:9]2[C:13](=[CH:14][CH:15]=1)[C@H:12]([N:16]1[CH2:19][C:18]3([CH2:24][CH2:23][N:22](C(OC(C)(C)C)=O)[CH2:21][CH2:20]3)[CH2:17]1)[CH2:11][CH2:10]2.[ClH:32].CO, predict the reaction product. The product is: [ClH:32].[ClH:32].[N:1]1[CH:6]=[CH:5][CH:4]=[N:3][C:2]=1[C:7]1[CH:8]=[C:9]2[C:13](=[CH:14][CH:15]=1)[C@@H:12]([N:16]1[CH2:17][C:18]3([CH2:20][CH2:21][NH:22][CH2:23][CH2:24]3)[CH2:19]1)[CH2:11][CH2:10]2. (2) Given the reactants [NH3:1].C[O:3][C:4]([C@@H:6]1[O:10][C:9](=[O:11])[N:8]([C:12]2[CH:13]=[C:14]3[C:18](=[C:19]([F:21])[CH:20]=2)[N:17]([CH3:22])[C:16](=[O:23])[CH2:15]3)[CH2:7]1)=O, predict the reaction product. The product is: [F:21][C:19]1[CH:20]=[C:12]([N:8]2[CH2:7][C@H:6]([C:4]([NH2:1])=[O:3])[O:10][C:9]2=[O:11])[CH:13]=[C:14]2[C:18]=1[N:17]([CH3:22])[C:16](=[O:23])[CH2:15]2. (3) The product is: [CH3:20][O:21][C:22]1[CH:27]=[CH:26][C:25]([NH:28][CH:3]([CH3:4])[CH2:2][C:1]([N:6]2[CH2:10][CH2:9][O:8][C:7]2=[O:11])=[O:5])=[CH:24][CH:23]=1. Given the reactants [C:1]([N:6]1[CH2:10][CH2:9][O:8][C:7]1=[O:11])(=[O:5])/[CH:2]=[CH:3]/[CH3:4].FC(F)(F)S(O)(=O)=O.[CH3:20][O:21][C:22]1[CH:27]=[CH:26][C:25]([NH2:28])=[CH:24][CH:23]=1.COC1C=CC(N)=CC=1.[Cl-].[NH4+], predict the reaction product. (4) Given the reactants [Cl:1][C:2]1[CH:7]=[CH:6][C:5]([C@H:8]2[C@H:13]([O:14][CH2:15][C:16]3[CH:21]=[CH:20][CH:19]=[CH:18][CH:17]=3)[C@@H:12]([O:22][CH2:23][C:24]3[CH:29]=[CH:28][CH:27]=[CH:26][CH:25]=3)[C@H:11]([O:30][CH2:31][C:32]3[CH:37]=[CH:36][CH:35]=[CH:34][CH:33]=3)[C@@H:10]([CH2:38][O:39][CH2:40][C:41]3[CH:46]=[CH:45][CH:44]=[CH:43][CH:42]=3)[O:9]2)=[CH:4][C:3]=1[CH2:47][C:48](O)=[O:49].C(N1C=CN=C1)(N1C=CN=C1)=O.[N+:63]([CH3:66])([O-:65])=[O:64].[H-].[Na+], predict the reaction product. The product is: [Cl:1][C:2]1[CH:7]=[CH:6][C:5]([C@H:8]2[C@H:13]([O:14][CH2:15][C:16]3[CH:21]=[CH:20][CH:19]=[CH:18][CH:17]=3)[C@@H:12]([O:22][CH2:23][C:24]3[CH:25]=[CH:26][CH:27]=[CH:28][CH:29]=3)[C@H:11]([O:30][CH2:31][C:32]3[CH:33]=[CH:34][CH:35]=[CH:36][CH:37]=3)[C@@H:10]([CH2:38][O:39][CH2:40][C:41]3[CH:46]=[CH:45][CH:44]=[CH:43][CH:42]=3)[O:9]2)=[CH:4][C:3]=1[CH2:47][C:48](=[O:49])[CH2:66][N+:63]([O-:65])=[O:64]. (5) Given the reactants [NH2:1][C:2]1[CH:3]=[C:4]([C:24](=[O:31])[NH:25][C:26]2[NH:27][CH:28]=[CH:29][N:30]=2)[C:5]2[N:9]=[C:8]([NH:10][C:11]([C:13]3[N:14]=[CH:15][C:16]4[C:21]([CH:22]=3)=[CH:20][CH:19]=[CH:18][CH:17]=4)=[O:12])[NH:7][C:6]=2[CH:23]=1.[C:32](Cl)(=[O:36])[CH:33]([CH3:35])[CH3:34], predict the reaction product. The product is: [NH:30]1[CH:29]=[CH:28][N:27]=[C:26]1[NH:25][C:24]([C:4]1[C:5]2[N:9]=[C:8]([NH:10][C:11]([C:13]3[N:14]=[CH:15][C:16]4[C:21]([CH:22]=3)=[CH:20][CH:19]=[CH:18][CH:17]=4)=[O:12])[NH:7][C:6]=2[CH:23]=[C:2]([NH:1][C:32](=[O:36])[CH:33]([CH3:35])[CH3:34])[CH:3]=1)=[O:31]. (6) Given the reactants [CH3:1][N:2]([N:4]=[C:5]1[CH:10]=[CH:9][C:8]([N:11]2[C:20]3[C:15](=[CH:16][CH:17]=[CH:18][CH:19]=3)[CH2:14][CH:13]([NH:21][C:22]([NH:24][C:25]3[CH:30]=[CH:29][C:28]([Cl:31])=[CH:27][CH:26]=3)=[O:23])[C:12]2=[O:32])=[CH:7][CH2:6]1)[CH3:3].N1CC[CH2:35][CH2:34]1.CC(O)=O, predict the reaction product. The product is: [N:2]1([N:4]=[C:5]2[CH:6]=[CH:7][C:8]([N:11]3[C:20]4[C:15](=[CH:16][CH:17]=[CH:18][CH:19]=4)[CH2:14][CH:13]([NH:21][C:22]([NH:24][C:25]4[CH:30]=[CH:29][C:28]([Cl:31])=[CH:27][CH:26]=4)=[O:23])[C:12]3=[O:32])=[CH:9][CH2:10]2)[CH2:1][CH2:35][CH2:34][CH2:3]1. (7) Given the reactants [C:9](O[C:9]([O:11][C:12]([CH3:15])([CH3:14])[CH3:13])=[O:10])([O:11][C:12]([CH3:15])([CH3:14])[CH3:13])=[O:10].[CH2:16]([O:23][C:24](=[O:42])[CH:25]([NH:34][C:35]([O:37][C:38]([CH3:41])([CH3:40])[CH3:39])=[O:36])[CH2:26][CH2:27][C:28](=[O:33])[N:29]([O:31][CH3:32])[CH3:30])[C:17]1[CH:22]=[CH:21][CH:20]=[CH:19][CH:18]=1.C[N:44](C1C=CC=CN=1)C, predict the reaction product. The product is: [CH2:16]([O:23][C:24](=[O:42])[C:25]([NH:44][C:9]([O:11][C:12]([CH3:13])([CH3:14])[CH3:15])=[O:10])([NH:34][C:35]([O:37][C:38]([CH3:39])([CH3:41])[CH3:40])=[O:36])[CH2:26][CH2:27][C:28](=[O:33])[N:29]([O:31][CH3:32])[CH3:30])[C:17]1[CH:22]=[CH:21][CH:20]=[CH:19][CH:18]=1. (8) The product is: [CH3:40][C@H:41]1[CH2:46][CH2:45][C@H:44]([C:47]([N:9]([CH2:8][C:7]([N:4]2[CH2:5][CH2:6][O:1][CH2:2][CH2:3]2)=[O:32])[C:10]2[CH:14]=[C:13]([C:15]3[CH:16]=[CH:17][C:18]([O:21][C:22]4[CH:27]=[CH:26][CH:25]=[CH:24][CH:23]=4)=[CH:19][CH:20]=3)[S:12][C:11]=2[C:28]([O:30][CH3:31])=[O:29])=[O:48])[CH2:43][CH2:42]1. Given the reactants [O:1]1[CH2:6][CH2:5][N:4]([C:7](=[O:32])[CH2:8][NH:9][C:10]2[CH:14]=[C:13]([C:15]3[CH:20]=[CH:19][C:18]([O:21][C:22]4[CH:27]=[CH:26][CH:25]=[CH:24][CH:23]=4)=[CH:17][CH:16]=3)[S:12][C:11]=2[C:28]([O:30][CH3:31])=[O:29])[CH2:3][CH2:2]1.CCN(CC)CC.[CH3:40][C@H:41]1[CH2:46][CH2:45][C@H:44]([C:47](Cl)=[O:48])[CH2:43][CH2:42]1, predict the reaction product.